From a dataset of Full USPTO retrosynthesis dataset with 1.9M reactions from patents (1976-2016). Predict the reactants needed to synthesize the given product. (1) Given the product [CH3:11][O:10][C:5]1[CH:4]=[C:3]2[C:2](=[CH:7][C:6]=1[O:8][CH3:9])[N:1]=[N:15][CH:13]=[C:12]2[OH:14], predict the reactants needed to synthesize it. The reactants are: [NH2:1][C:2]1[CH:7]=[C:6]([O:8][CH3:9])[C:5]([O:10][CH3:11])=[CH:4][C:3]=1[C:12](=[O:14])[CH3:13].[N:15]([O-])=O.[Na+]. (2) Given the product [NH2:39][C@@H:34]([C:35]([CH3:36])([CH3:38])[CH3:37])[C:32]([N:9]1[C@H:10]([C:12]([NH:13][C@:14]2([C:19](=[O:30])[NH:20][S:21]([C:24]3([CH2:27][CH2:28][CH3:29])[CH2:26][CH2:25]3)(=[O:23])=[O:22])[CH2:16][C@H:15]2[CH:17]=[CH2:18])=[O:31])[CH2:11][C@:3]2([C:2]([CH3:47])([CH3:1])[C:4]32[CH2:7][CH2:6][CH2:5]3)[CH2:8]1)=[O:33], predict the reactants needed to synthesize it. The reactants are: [CH3:1][C:2]1([CH3:47])[C:4]2([CH2:7][CH2:6][CH2:5]2)[C@:3]21[CH2:11][C@@H:10]([C:12](=[O:31])[NH:13][C@:14]1([C:19](=[O:30])[NH:20][S:21]([C:24]3([CH2:27][CH2:28][CH3:29])[CH2:26][CH2:25]3)(=[O:23])=[O:22])[CH2:16][C@H:15]1[CH:17]=[CH2:18])[N:9]([C:32]([C@@H:34]([NH:39]C(=O)OC(C)(C)C)[C:35]([CH3:38])([CH3:37])[CH3:36])=[O:33])[CH2:8]2.Cl. (3) Given the product [Cl:1][C:2]1[CH:3]=[C:4]2[C:8](=[CH:9][CH:10]=1)[NH:7][CH:6]=[C:5]2[CH2:11][CH2:12][NH:13][C:14](=[O:23])[C:15]1[CH:20]=[CH:19][CH:18]=[C:17]([CH2:21][C:28]2[CH:29]=[CH:30][C:25]([Cl:24])=[CH:26][CH:27]=2)[CH:16]=1, predict the reactants needed to synthesize it. The reactants are: [Cl:1][C:2]1[CH:3]=[C:4]2[C:8](=[CH:9][CH:10]=1)[NH:7][CH:6]=[C:5]2[CH2:11][CH2:12][NH:13][C:14](=[O:23])[C:15]1[CH:20]=[CH:19][CH:18]=[C:17]([CH2:21]Cl)[CH:16]=1.[Cl:24][C:25]1[CH:30]=[CH:29][C:28](B(O)O)=[CH:27][CH:26]=1.C(=O)([O-])[O-].[Na+].[Na+].[I-].[Na+]. (4) Given the product [Cl:1][C:2]1[CH:3]=[C:4]2[C:8](=[CH:9][CH:10]=1)[N:7]([CH2:11][CH2:12][CH2:13][CH2:14][S:15]([CH3:18])(=[O:17])=[O:16])[C:6]([CH2:19][Cl:23])=[CH:5]2, predict the reactants needed to synthesize it. The reactants are: [Cl:1][C:2]1[CH:3]=[C:4]2[C:8](=[CH:9][CH:10]=1)[N:7]([CH2:11][CH2:12][CH2:13][CH2:14][S:15]([CH3:18])(=[O:17])=[O:16])[C:6]([CH2:19]O)=[CH:5]2.S(Cl)([Cl:23])=O. (5) Given the product [CH:1]1([NH:5][C:6]2[C:7]3[CH:34]=[CH:33][NH:32][C:8]=3[N:9]=[C:10]([NH:12][C:13]3[CH:18]=[CH:17][C:16]([S:19]([N:22]([CH2:24][C:25]([OH:27])=[O:26])[CH3:23])(=[O:20])=[O:21])=[CH:15][CH:14]=3)[N:11]=2)[CH2:4][CH2:3][CH2:2]1, predict the reactants needed to synthesize it. The reactants are: [CH:1]1([NH:5][C:6]2[C:7]3[CH:34]=[CH:33][NH:32][C:8]=3[N:9]=[C:10]([NH:12][C:13]3[CH:18]=[CH:17][C:16]([S:19]([N:22]([CH2:24][C:25]([O:27]CCCC)=[O:26])[CH3:23])(=[O:21])=[O:20])=[CH:15][CH:14]=3)[N:11]=2)[CH2:4][CH2:3][CH2:2]1.[OH-].[Na+].CC(O)=O.O. (6) Given the product [OH:4][C:5]1[CH:31]=[CH:30][C:8]([CH2:9][O:10][C@H:11]([C@H:16]2[O:24][C@H:23]3[C@H:19]([N:20]=[C:21]([N:25]([CH3:27])[CH3:26])[S:22]3)[C@@H:18]([OH:28])[C@@H:17]2[OH:29])[C:12]([F:14])([F:15])[F:13])=[CH:7][CH:6]=1, predict the reactants needed to synthesize it. The reactants are: C([O:4][C:5]1[CH:31]=[CH:30][C:8]([CH2:9][O:10][C@H:11]([C@H:16]2[O:24][C@H:23]3[C@H:19]([N:20]=[C:21]([N:25]([CH3:27])[CH3:26])[S:22]3)[C@@H:18]([OH:28])[C@@H:17]2[OH:29])[C:12]([F:15])([F:14])[F:13])=[CH:7][CH:6]=1)C=C.C(O)=O.C(N(CC)CC)C.